Dataset: Forward reaction prediction with 1.9M reactions from USPTO patents (1976-2016). Task: Predict the product of the given reaction. Given the reactants Cl[C:2]1[N:7]=[C:6]([N:8]2[CH2:12][CH2:11][CH2:10][CH2:9]2)[C:5]([N+:13]([O-:15])=[O:14])=[CH:4][CH:3]=1.C(N(CC)CC)C.[NH2:23][CH2:24][C:25]1[CH:26]=[CH:27][C:28]([Cl:31])=[N:29][CH:30]=1.C([O-])(O)=O.[Na+], predict the reaction product. The product is: [Cl:31][C:28]1[N:29]=[CH:30][C:25]([CH2:24][NH:23][C:2]2[CH:3]=[CH:4][C:5]([N+:13]([O-:15])=[O:14])=[C:6]([N:8]3[CH2:12][CH2:11][CH2:10][CH2:9]3)[N:7]=2)=[CH:26][CH:27]=1.